This data is from Forward reaction prediction with 1.9M reactions from USPTO patents (1976-2016). The task is: Predict the product of the given reaction. (1) The product is: [F:33][C:30]([F:31])([F:32])[CH2:29][C:27]1[S:26][C:17]2=[N:18][CH:19]=[C:20]([CH2:21][OH:22])[C:15]([NH:14][CH:11]3[CH2:12][CH2:13][N:8]([C:6]([O:5][C:1]([CH3:2])([CH3:3])[CH3:4])=[O:7])[CH2:9][CH2:10]3)=[C:16]2[CH:28]=1. Given the reactants [C:1]([O:5][C:6]([N:8]1[CH2:13][CH2:12][CH:11]([NH:14][C:15]2[C:20]([C:21](OCC)=[O:22])=[CH:19][N:18]=[C:17]3[S:26][C:27]([CH2:29][C:30]([F:33])([F:32])[F:31])=[CH:28][C:16]=23)[CH2:10][CH2:9]1)=[O:7])([CH3:4])([CH3:3])[CH3:2].FC(F)(F)C(O)=O.C(C1C=C2C(=CC=1)NC(C#N)=C2)=O.C(O[BH-](OC(=O)C)OC(=O)C)(=O)C.[Na+], predict the reaction product. (2) Given the reactants CO[C:3]([C:5]1[N:6]=[CH:7][C:8]2[C:9](=[O:23])[N:10]([CH2:16][C:17]3[CH:22]=[CH:21][CH:20]=[CH:19][CH:18]=3)[CH:11]=[CH:12][C:13]=2[C:14]=1[OH:15])=[O:4].[C:24]([O:28][C:29](=[O:34])[NH:30][CH2:31][CH2:32][NH2:33])([CH3:27])([CH3:26])[CH3:25].CC(O)=O, predict the reaction product. The product is: [C:24]([O:28][C:29](=[O:34])[NH:30][CH2:31][CH2:32][NH:33][C:3]([C:5]1[N:6]=[CH:7][C:8]2[C:9](=[O:23])[N:10]([CH2:16][C:17]3[CH:18]=[CH:19][CH:20]=[CH:21][CH:22]=3)[CH:11]=[CH:12][C:13]=2[C:14]=1[OH:15])=[O:4])([CH3:27])([CH3:25])[CH3:26]. (3) Given the reactants [CH3:1][C:2]1[O:6][N:5]=[C:4]([C:7]2[CH:12]=[CH:11][CH:10]=[CH:9][CH:8]=2)[C:3]=1[C:13]1[N:14]=[C:15]2[CH:20]=[CH:19][C:18]([NH2:21])=[CH:17][N:16]2[CH:22]=1.[N:23]1[CH:28]=[CH:27][CH:26]=[C:25]([CH2:29][C:30](O)=[O:31])[CH:24]=1, predict the reaction product. The product is: [CH3:1][C:2]1[O:6][N:5]=[C:4]([C:7]2[CH:8]=[CH:9][CH:10]=[CH:11][CH:12]=2)[C:3]=1[C:13]1[N:14]=[C:15]2[CH:20]=[CH:19][C:18]([NH:21][C:30](=[O:31])[CH2:29][C:25]3[CH:24]=[N:23][CH:28]=[CH:27][CH:26]=3)=[CH:17][N:16]2[CH:22]=1. (4) Given the reactants [Cl:1][C:2]1[C:11]2[C:6](=[CH:7][CH:8]=[CH:9][CH:10]=2)[C:5]([OH:12])=[CH:4][CH:3]=1.CC(C)([O-])C.[Na+].C1C=CC(N([S:26]([C:29]([F:32])([F:31])[F:30])(=[O:28])=[O:27])[S:26]([C:29]([F:32])([F:31])[F:30])(=[O:28])=[O:27])=CC=1.O, predict the reaction product. The product is: [F:30][C:29]([F:32])([F:31])[S:26]([O:12][C:5]1[C:6]2[C:11](=[CH:10][CH:9]=[CH:8][CH:7]=2)[C:2]([Cl:1])=[CH:3][CH:4]=1)(=[O:28])=[O:27].